From a dataset of NCI-60 drug combinations with 297,098 pairs across 59 cell lines. Regression. Given two drug SMILES strings and cell line genomic features, predict the synergy score measuring deviation from expected non-interaction effect. Drug 1: CS(=O)(=O)CCNCC1=CC=C(O1)C2=CC3=C(C=C2)N=CN=C3NC4=CC(=C(C=C4)OCC5=CC(=CC=C5)F)Cl. Drug 2: COCCOC1=C(C=C2C(=C1)C(=NC=N2)NC3=CC=CC(=C3)C#C)OCCOC.Cl. Cell line: NCI-H460. Synergy scores: CSS=-3.77, Synergy_ZIP=4.02, Synergy_Bliss=3.80, Synergy_Loewe=-3.47, Synergy_HSA=-3.10.